This data is from Forward reaction prediction with 1.9M reactions from USPTO patents (1976-2016). The task is: Predict the product of the given reaction. Given the reactants [Cl:1][C:2]1[N:7]=[CH:6][C:5]([S:8](Cl)(=[O:10])=[O:9])=[CH:4][CH:3]=1.[CH3:12][NH:13][CH2:14][CH2:15][N:16]1[CH2:20][CH2:19][CH2:18][CH2:17]1, predict the reaction product. The product is: [Cl:1][C:2]1[N:7]=[CH:6][C:5]([S:8]([N:13]([CH3:12])[CH2:14][CH2:15][N:16]2[CH2:20][CH2:19][CH2:18][CH2:17]2)(=[O:10])=[O:9])=[CH:4][CH:3]=1.